Dataset: Experimentally validated miRNA-target interactions with 360,000+ pairs, plus equal number of negative samples. Task: Binary Classification. Given a miRNA mature sequence and a target amino acid sequence, predict their likelihood of interaction. (1) The miRNA is hsa-miR-4776-3p with sequence CUUGCCAUCCUGGUCCACUGCAU. The protein sequence of the target gene is MVRKKNPPLRNVASEGEGQILEPIGTESKVSGKNKEFSADQMSENTDQSDAAELNHKEEHSLHVQDPSSSSKKDLKSAVLSEKAGFNYESPSKGGNFPSFPHDEVTDRNMLAFSSPAAGGVCEPLKSPQRAEADDPQDMACTPSGDSLETKEDQKMSPKATEETGQAQSGQANCQGLSPVSVASKNPQVPSDGGVRLNKSKTDLLVNDNPDPAPLSPELQDFKCNICGYGYYGNDPTDLIKHFRKYHLGLHNRTRQDAELDSKILALHNMVQFSHSKDFQKVNRSVFSGVLQDINSSRPV.... Result: 1 (interaction). (2) The miRNA is rno-miR-27a-5p with sequence AGGGCUUAGCUGCUUGUGAGCA. The protein sequence of the target gene is MRGQGRKESLSDSRDLDGSYDQLTGHPPGPTKKALKQRFLKLLPCCGPQALPSVSETLAAPASLRPHRPRLLDPDSVDDEFELSTVCHRPEGLEQLQEQTKFTRKELQVLYRGFKNECPSGIVNEENFKQIYSQFFPQGDSSTYATFLFNAFDTNHDGSVSFEDFVAGLSVILRGTVDDRLNWAFNLYDLNKDGCITKEEMLDIMKSIYDMMGKYTYPALREEAPREHVESFFQKMDRNKDGVVTIEEFIESCQKDENIMRSMQLFDNVI. Result: 0 (no interaction). (3) The miRNA is hsa-miR-3157-3p with sequence CUGCCCUAGUCUAGCUGAAGCU. The protein sequence of the target gene is MFYSGLLTEGGRKETDMREAASLRQQRRMKQAVQFIHKDSADLLPLDGLKKLGSSKDMQPHNILQRRLMETNLSKLRSGPRVPWASKTNKLNQAKSEGLKKSEEDDMILVSCQCAGKDVKALVDTGCLYNLISLACVDRLGLKEHVKSHKHEGEKLSLPRHLKVVGQIEHLVITLGSLRLDCPAAVVDDNEKNLSLGLQTLRSLKCIINLDKHRLIMGKTDKEEIPFVETVSLNEDNTSEA. Result: 1 (interaction). (4) The miRNA is ath-miR859 with sequence UCUCUCUGUUGUGAAGUCAAA. The protein sequence of the target gene is MASLQEANGSTAWPPPTASNISEPHQCLLLLYEDIGSSRVRYWDLLLLIPNVLFFIFLLWKLPLARAKIRVTSSPIFITFYILVFVVALVGIARAVVSMTVSASDAATVADKILWEITRFFLLAIELSVIILGLAFGHLESKSSIKRVLAITTVLSLAYSVTQGTLEILYPDSHLSAEDFNIYGHGGRQFWLVSSCFFFLVYSLVVILPKTPLKERVSLPSRRSFYVYAGILATLNLLQGLGSALLCANIIVGLCCVDATTFLYFSFFAPLIYVAFLRGFFGSEPKILFSYKCQVDEAEE.... Result: 0 (no interaction). (5) The miRNA is hsa-miR-20b-5p with sequence CAAAGUGCUCAUAGUGCAGGUAG. The protein sequence of the target gene is MDSRIPYDDYPVVFLPAYENPPAWIPPHERVHHPDYNNELTQFLPRTITLKKPPGAQLGFNIRGGKASQLGIFISKVIPDSDAHRAGLQEGDQVLAVNDVDFQDIEHSKAVEILKTAREISMRVRFFPYNYHRQKERTVH. Result: 1 (interaction). (6) The miRNA is hsa-miR-7977 with sequence UUCCCAGCCAACGCACCA. The protein sequence of the target gene is MAEAAPARDPETDKHTEDQSPSTPLPQPAAEKNSYLYSTEITLWTVVAAIQALEKKVDSCLTRLLTLEGRTGTAEKKLADCEKTAVEFGNQLEGKWAVLGTLLQEYGLLQRRLENVENLLRNRNFWILRLPPGSKGEAPKVPVTFDDVAVYFSELEWGKLEDWQKELYKHVMRGNYETLVSLDYAISKPDILTRIERGEEPCLDRWGQEKGNEVEVGRPRMMGTGLPPYPEHLTSPLSPAQEELKEGQAPKQQQDSEARVAPAGPEAGLALRTDLQGEAQI. Result: 1 (interaction).